This data is from Full USPTO retrosynthesis dataset with 1.9M reactions from patents (1976-2016). The task is: Predict the reactants needed to synthesize the given product. Given the product [CH2:1]([N:8]1[CH2:9][CH2:10][O:11][CH2:12][C:13]1([CH3:15])[CH3:14])[C:2]1[CH:3]=[CH:4][CH:5]=[CH:6][CH:7]=1, predict the reactants needed to synthesize it. The reactants are: [CH2:1]([N:8]1[C:13]([CH3:15])([CH3:14])[CH2:12][O:11][CH2:10][C:9]1=O)[C:2]1[CH:7]=[CH:6][CH:5]=[CH:4][CH:3]=1.[H-].[Al+3].[Li+].[H-].[H-].[H-].O.[OH-].[Na+].